Predict the reactants needed to synthesize the given product. From a dataset of Full USPTO retrosynthesis dataset with 1.9M reactions from patents (1976-2016). (1) Given the product [Cl:15][C:16]1[CH:21]=[C:20]([C:2]2[N:6]3[N:7]=[C:8]([C:11]([OH:13])=[O:12])[CH:9]=[CH:10][C:5]3=[N:4][CH:3]=2)[CH:19]=[CH:18][CH:17]=1, predict the reactants needed to synthesize it. The reactants are: Br[C:2]1[N:6]2[N:7]=[C:8]([C:11]([O:13]C)=[O:12])[CH:9]=[CH:10][C:5]2=[N:4][CH:3]=1.[Cl:15][C:16]1[CH:17]=[C:18](B(O)O)[CH:19]=[CH:20][CH:21]=1.C([O-])([O-])=O.[Cs+].[Cs+].O1CCOCC1. (2) Given the product [CH2:14]([C:4]1[C:5]([C:8]2[CH:13]=[CH:12][CH:11]=[CH:10][N:9]=2)=[C:6]([NH2:7])[NH:18][N:17]=1)[CH3:15], predict the reactants needed to synthesize it. The reactants are: C(O/[C:4](/[CH2:14][CH3:15])=[C:5](/[C:8]1[CH:13]=[CH:12][CH:11]=[CH:10][N:9]=1)\[C:6]#[N:7])C.O.[NH2:17][NH2:18]. (3) Given the product [O-:4][S:2]([C:5]([F:8])([F:7])[F:6])(=[O:3])=[O:1].[C:24]1([C:32]2[CH:33]=[CH:34][CH:35]=[CH:36][CH:37]=2)[CH:25]=[CH:26][C:27](/[CH:30]=[CH:22]/[C:16]2[CH:15]=[CH:14][C:13]3[C:18](=[CH:19][CH:20]=[C:11]([N:10]([CH3:23])[CH3:9])[CH:12]=3)[N+:17]=2[CH3:21])=[CH:28][CH:29]=1, predict the reactants needed to synthesize it. The reactants are: [O-:1][S:2]([C:5]([F:8])([F:7])[F:6])(=[O:4])=[O:3].[CH3:9][N:10]([CH3:23])[C:11]1[CH:12]=[C:13]2[C:18](=[CH:19][CH:20]=1)[N+:17]([CH3:21])=[C:16]([CH3:22])[CH:15]=[CH:14]2.[C:24]1([C:32]2[CH:37]=[CH:36][CH:35]=[CH:34][CH:33]=2)[CH:29]=[CH:28][C:27]([CH:30]=O)=[CH:26][CH:25]=1. (4) The reactants are: Br[C:2]1[C:10]2[N:9]3[CH2:11][CH2:12][NH:13][C:14](=[O:15])[C:8]3=[C:7]([CH3:16])[C:6]=2[CH:5]=[C:4]([Cl:17])[CH:3]=1.[CH:18]([C:21]1[CH:26]=[CH:25][C:24](B(O)O)=[CH:23][CH:22]=1)([CH3:20])[CH3:19]. Given the product [Cl:17][C:4]1[CH:3]=[C:2]([C:24]2[CH:25]=[CH:26][C:21]([CH:18]([CH3:20])[CH3:19])=[CH:22][CH:23]=2)[C:10]2[N:9]3[CH2:11][CH2:12][NH:13][C:14](=[O:15])[C:8]3=[C:7]([CH3:16])[C:6]=2[CH:5]=1, predict the reactants needed to synthesize it.